From a dataset of Forward reaction prediction with 1.9M reactions from USPTO patents (1976-2016). Predict the product of the given reaction. (1) The product is: [CH2:1]([O:3][C:4]1[N:8]([C:9]2[C:10]([CH3:31])=[C:11]([CH:28]=[CH:29][CH:30]=2)[CH2:12][NH:13][C:14]2[CH:27]=[CH:26][C:17]3[C@H:18]([CH2:21][C:22]([OH:24])=[O:23])[CH2:19][O:20][C:16]=3[CH:15]=2)[C:7]2[CH:32]=[CH:33][CH:34]=[CH:35][C:6]=2[N:5]=1)[CH3:2]. Given the reactants [CH2:1]([O:3][C:4]1[N:8]([C:9]2[C:10]([CH3:31])=[C:11]([CH:28]=[CH:29][CH:30]=2)[CH2:12][NH:13][C:14]2[CH:27]=[CH:26][C:17]3[C@H:18]([CH2:21][C:22]([O:24]C)=[O:23])[CH2:19][O:20][C:16]=3[CH:15]=2)[C:7]2[CH:32]=[CH:33][CH:34]=[CH:35][C:6]=2[N:5]=1)[CH3:2].[OH-].[Na+].O, predict the reaction product. (2) The product is: [NH2:13][C:10]1[CH:11]=[C:12]2[C:7]([C:6]([C:16]3[CH:23]=[CH:22][C:19]([C:20]#[N:21])=[N:24][CH:17]=3)=[CH:5][N:4]2[CH:1]([CH3:3])[CH3:2])=[CH:8][CH:9]=1. Given the reactants [CH:1]([N:4]1[C:12]2[C:7](=[CH:8][CH:9]=[C:10]([N+:13]([O-])=O)[CH:11]=2)[C:6]([C:16]2[CH:23]=[CH:22][C:19]([C:20]#[N:21])=C[CH:17]=2)=[CH:5]1)([CH3:3])[CH3:2].[NH2:24]C1C=C2C(C(C3C=CC(C#N)=CC=3)=CN2C(C)C)=CC=1.CC1C=C2N=C3C(=NC(NC3=O)=O)N(C[C@H](O)[C@H](O)[C@H](O)CO)C2=CC=1C, predict the reaction product. (3) Given the reactants [Cl:1][C:2]1[CH:7]=[CH:6][CH:5]=[CH:4][C:3]=1[N:8]1[C:12]([C:13](NC2C=CC=C(C)C=2NC(=O)C(C)C)=[O:14])=[CH:11][C:10]([C:29]([F:32])([F:31])[F:30])=[N:9]1.O.P([O-])(O)(O)=[O:35].[Na+].Cl([O-])=O.[Na+].[OH-].[Na+].Cl, predict the reaction product. The product is: [Cl:1][C:2]1[CH:7]=[CH:6][CH:5]=[CH:4][C:3]=1[N:8]1[C:12]([C:13]([OH:14])=[O:35])=[CH:11][C:10]([C:29]([F:32])([F:31])[F:30])=[N:9]1. (4) The product is: [C:1]([O:5][C:6]([NH:8][C@@H:9]([CH2:10][O:11][CH2:18][C:19]1([CH3:23])[CH2:22][O:21][CH2:20]1)[C:12]([OH:14])=[O:13])=[O:7])([CH3:4])([CH3:2])[CH3:3]. Given the reactants [C:1]([O:5][C:6]([NH:8][C@H:9]([C:12]([OH:14])=[O:13])[CH2:10][OH:11])=[O:7])([CH3:4])([CH3:3])[CH3:2].[H-].[Na+].Br[CH2:18][C:19]1([CH3:23])[CH2:22][O:21][CH2:20]1, predict the reaction product. (5) Given the reactants [F:1][C:2]([F:8])([F:7])[CH2:3][CH2:4][CH2:5][OH:6].Cl[C:10]1[N:11]=[C:12]([OH:26])[C:13]2[CH:19]=[CH:18][N:17]=[C:16]([C:20]3[N:21]=[CH:22][N:23]([CH3:25])[CH:24]=3)[C:14]=2[N:15]=1, predict the reaction product. The product is: [CH3:25][N:23]1[CH:24]=[C:20]([C:16]2[C:14]3[N:15]=[C:10]([O:6][CH2:5][CH2:4][CH2:3][C:2]([F:8])([F:7])[F:1])[N:11]=[C:12]([OH:26])[C:13]=3[CH:19]=[CH:18][N:17]=2)[N:21]=[CH:22]1. (6) Given the reactants [F:1][C:2]1[C:9]([OH:10])=[CH:8][CH:7]=[C:6]([F:11])[C:3]=1[C:4]#[N:5].[S:12](O[S:12]([C:15]([F:18])([F:17])[F:16])(=[O:14])=[O:13])([C:15]([F:18])([F:17])[F:16])(=[O:14])=[O:13], predict the reaction product. The product is: [F:16][C:15]([F:18])([F:17])[S:12]([O:10][C:9]1[CH:8]=[CH:7][C:6]([F:11])=[C:3]([C:4]#[N:5])[C:2]=1[F:1])(=[O:14])=[O:13]. (7) The product is: [F:1][C:2]1([F:13])[O:6][C:5]2[CH:7]=[CH:8][C:9]([CH:11]=[CH:15][C:16]([OH:18])=[O:17])=[CH:10][C:4]=2[O:3]1. Given the reactants [F:1][C:2]1([F:13])[O:6][C:5]2[CH:7]=[CH:8][C:9]([CH:11]=O)=[CH:10][C:4]=2[O:3]1.C(O)(=O)[CH2:15][C:16]([OH:18])=[O:17].N1CCCCC1.C(=O)=O.Cl, predict the reaction product. (8) Given the reactants [C:1]([O:5][C:6](=[O:22])[NH:7][C:8]1[CH:13]=[CH:12][C:11]([C:14]2[CH:19]=[CH:18][CH:17]=[CH:16][C:15]=2[F:20])=[CH:10][C:9]=1[NH2:21])([CH3:4])([CH3:3])[CH3:2].C([O:27][C:28](=O)[CH2:29][C:30](=[O:43])[C:31]1[CH:36]=[CH:35][CH:34]=[C:33]([C:37]2[CH:38]=[N:39][CH:40]=[N:41][CH:42]=2)[CH:32]=1)(C)(C)C, predict the reaction product. The product is: [C:1]([O:5][C:6](=[O:22])[NH:7][C:8]1[CH:13]=[CH:12][C:11]([C:14]2[CH:19]=[CH:18][CH:17]=[CH:16][C:15]=2[F:20])=[CH:10][C:9]=1[NH:21][C:28](=[O:27])[CH2:29][C:30](=[O:43])[C:31]1[CH:36]=[CH:35][CH:34]=[C:33]([C:37]2[CH:42]=[N:41][CH:40]=[N:39][CH:38]=2)[CH:32]=1)([CH3:4])([CH3:2])[CH3:3].